From a dataset of Forward reaction prediction with 1.9M reactions from USPTO patents (1976-2016). Predict the product of the given reaction. (1) The product is: [CH:15]1[C:14]2[CH:13]([CH2:12][CH2:11][N:9]([CH3:10])[CH2:8][CH2:7][C:6]([OH:26])=[O:5])[C:25]3[C:20](=[CH:21][CH:22]=[CH:23][CH:24]=3)[C:19]=2[CH:18]=[CH:17][CH:16]=1. Given the reactants C([O:5][C:6](=[O:26])[CH2:7][CH2:8][N:9]([CH2:11][CH2:12][CH:13]1[C:25]2[CH:24]=[CH:23][CH:22]=[CH:21][C:20]=2[C:19]2[C:14]1=[CH:15][CH:16]=[CH:17][CH:18]=2)[CH3:10])(C)(C)C.FC(F)(F)C(O)=O.C([O-])(O)=O.[Na+], predict the reaction product. (2) Given the reactants [CH:1]1([C:4]2[N:5]=[C:6]3[CH:11]=[CH:10][C:9]([N:12]4[CH:17]=[CH:16][C:15]([OH:18])=[CH:14][C:13]4=[O:19])=[CH:8][N:7]3[C:20]=2[CH3:21])[CH2:3][CH2:2]1.[Cl:22][C:23]1[CH:28]=[CH:27][C:26]([CH2:29]O)=[CH:25][C:24]=1[F:31].C(P(CCCC)CCCC)CCC.N(C(N1CCCCC1)=O)=NC(N1CCCCC1)=O, predict the reaction product. The product is: [Cl:22][C:23]1[CH:28]=[CH:27][C:26]([CH2:29][O:18][C:15]2[CH:16]=[CH:17][N:12]([C:9]3[CH:10]=[CH:11][C:6]4[N:7]([C:20]([CH3:21])=[C:4]([CH:1]5[CH2:3][CH2:2]5)[N:5]=4)[CH:8]=3)[C:13](=[O:19])[CH:14]=2)=[CH:25][C:24]=1[F:31]. (3) Given the reactants O1CCCCC1[O:7][CH2:8][CH2:9][O:10][C:11]1[CH:16]=[CH:15][C:14]([N:17]2[C:21]3[CH:22]=[CH:23][C:24]([C:26]4[CH:36]=[CH:35][C:29]([C:30]([O:32]CC)=[O:31])=[CH:28][CH:27]=4)=[CH:25][C:20]=3[N:19]=[CH:18]2)=[CH:13][CH:12]=1.FC(F)(F)S(OC1C=CC2N(C3C=CC(OCCOC4CCCCO4)=CC=3)C=NC=2C=1)(=O)=O.[OH-].[Na+], predict the reaction product. The product is: [OH:7][CH2:8][CH2:9][O:10][C:11]1[CH:12]=[CH:13][C:14]([N:17]2[C:21]3[CH:22]=[CH:23][C:24]([C:26]4[CH:27]=[CH:28][C:29]([C:30]([OH:32])=[O:31])=[CH:35][CH:36]=4)=[CH:25][C:20]=3[N:19]=[CH:18]2)=[CH:15][CH:16]=1. (4) The product is: [Cl:6][CH2:7][CH2:8][C:9]([C:11]1[CH:12]=[CH:13][C:14]([F:17])=[CH:15][CH:16]=1)([OH:10])[CH2:3][CH:2]=[CH2:1]. Given the reactants [CH2:1]([Mg]Br)[CH:2]=[CH2:3].[Cl:6][CH2:7][CH2:8][C:9]([C:11]1[CH:16]=[CH:15][C:14]([F:17])=[CH:13][CH:12]=1)=[O:10], predict the reaction product. (5) Given the reactants [CH3:1][S:2]([N:5]1[CH2:10][CH2:9][CH2:8][C@H:7]([NH:11][C:12]2[C:17]([C:18]3[N:19]=[C:20]4[CH:26]=[CH:25][N:24](COCC[Si](C)(C)C)[C:21]4=[N:22][CH:23]=3)=[CH:16][N:15]=[CH:14][N:13]=2)[CH2:6]1)(=[O:4])=[O:3], predict the reaction product. The product is: [CH3:1][S:2]([N:5]1[CH2:10][CH2:9][CH2:8][C@H:7]([NH:11][C:12]2[C:17]([C:18]3[N:19]=[C:20]4[CH:26]=[CH:25][NH:24][C:21]4=[N:22][CH:23]=3)=[CH:16][N:15]=[CH:14][N:13]=2)[CH2:6]1)(=[O:4])=[O:3]. (6) Given the reactants [N:1]1([C:7]2[C:8]3[CH:31]=[CH:30][N:29]([CH2:32][CH:33]=O)[C:9]=3[N:10]=[C:11]([C:13]3[CH:18]=[CH:17][C:16]([NH:19][C:20]([NH:22][C:23]4[CH:28]=[CH:27][N:26]=[CH:25][CH:24]=4)=[O:21])=[CH:15][CH:14]=3)[N:12]=2)[CH2:6][CH2:5][O:4][CH2:3][CH2:2]1.[CH3:35][NH2:36], predict the reaction product. The product is: [CH3:35][NH:36][CH2:33][CH2:32][N:29]1[C:9]2[N:10]=[C:11]([C:13]3[CH:18]=[CH:17][C:16]([NH:19][C:20]([NH:22][C:23]4[CH:28]=[CH:27][N:26]=[CH:25][CH:24]=4)=[O:21])=[CH:15][CH:14]=3)[N:12]=[C:7]([N:1]3[CH2:2][CH2:3][O:4][CH2:5][CH2:6]3)[C:8]=2[CH:31]=[CH:30]1.